Dataset: Forward reaction prediction with 1.9M reactions from USPTO patents (1976-2016). Task: Predict the product of the given reaction. (1) The product is: [ClH:40].[F:39][CH:2]([F:1])[O:3][C:4]1[CH:5]=[C:6]([C:10]2[CH:14]=[C:13]([C:15]([NH:17][C:18]3[CH:19]=[CH:20][C:21]([C@@H:24]4[O:29][CH2:28][CH2:27][NH:26][CH2:25]4)=[CH:22][CH:23]=3)=[O:16])[N:12]([CH2:37][CH3:38])[N:11]=2)[CH:7]=[CH:8][CH:9]=1. Given the reactants [F:1][CH:2]([F:39])[O:3][C:4]1[CH:5]=[C:6]([C:10]2[CH:14]=[C:13]([C:15]([NH:17][C:18]3[CH:23]=[CH:22][C:21]([C@@H:24]4[O:29][CH2:28][CH2:27][N:26](C(OC(C)(C)C)=O)[CH2:25]4)=[CH:20][CH:19]=3)=[O:16])[N:12]([CH2:37][CH3:38])[N:11]=2)[CH:7]=[CH:8][CH:9]=1.[ClH:40].C(OCC)C, predict the reaction product. (2) Given the reactants [C:1]([C:3]1[CH:4]=[C:5]([NH:9]/[C:10](=[C:17]2\[C:18](=[O:26])[NH:19][C:20]3[C:25]\2=[CH:24][CH:23]=[CH:22][CH:21]=3)/[C:11]2[CH:16]=[CH:15][CH:14]=[CH:13][CH:12]=2)[CH:6]=[CH:7][CH:8]=1)#[N:2].Cl.[CH3:28][NH2:29], predict the reaction product. The product is: [CH3:28][NH:29][C:1]([C:3]1[CH:4]=[C:5]([NH:9]/[C:10](=[C:17]2\[C:18](=[O:26])[NH:19][C:20]3[C:25]\2=[CH:24][CH:23]=[CH:22][CH:21]=3)/[C:11]2[CH:16]=[CH:15][CH:14]=[CH:13][CH:12]=2)[CH:6]=[CH:7][CH:8]=1)=[NH:2]. (3) Given the reactants [Br:1][CH2:2][CH2:3][C:4]([OH:6])=[O:5].[CH2:7](O)[C:8]1[CH:13]=[CH:12][CH:11]=[CH:10][CH:9]=1.O.C1(C)C(S(O)(=O)=O)=CC=CC=1, predict the reaction product. The product is: [CH2:7]([O:5][C:4](=[O:6])[CH2:3][CH2:2][Br:1])[C:8]1[CH:13]=[CH:12][CH:11]=[CH:10][CH:9]=1. (4) Given the reactants Br[C:2]1[CH:3]=[C:4]([CH:31]=[C:32]([N+:34]([O-:36])=[O:35])[CH:33]=1)[O:5][C:6]1[N:7]=[C:8]([NH:17][C:18]2[CH:23]=[CH:22][C:21]([N:24]3[CH2:29][CH2:28][N:27]([CH3:30])[CH2:26][CH2:25]3)=[CH:20][CH:19]=2)[C:9]([C:14]([NH2:16])=[O:15])=[N:10][C:11]=1[CH2:12][CH3:13].C1(C2C=CC=CC=2)C=CC=CC=1P(C(C)(C)C)C(C)(C)C.[CH3:58][N:59](C)C(=O)C, predict the reaction product. The product is: [C:58]([C:2]1[CH:3]=[C:4]([CH:31]=[C:32]([N+:34]([O-:36])=[O:35])[CH:33]=1)[O:5][C:6]1[N:7]=[C:8]([NH:17][C:18]2[CH:19]=[CH:20][C:21]([N:24]3[CH2:29][CH2:28][N:27]([CH3:30])[CH2:26][CH2:25]3)=[CH:22][CH:23]=2)[C:9]([C:14]([NH2:16])=[O:15])=[N:10][C:11]=1[CH2:12][CH3:13])#[N:59].